From a dataset of Forward reaction prediction with 1.9M reactions from USPTO patents (1976-2016). Predict the product of the given reaction. (1) The product is: [ClH:4].[ClH:4].[ClH:4].[NH2:24][CH2:23][CH2:22][CH2:21][O:20][C:18]1[CH:19]=[C:11]([C:6]2[C:5]([Cl:4])=[CH:10][CH:9]=[CH:8][N:7]=2)[CH:12]=[C:13]2[C:17]=1[NH:16][N:15]=[C:14]2[NH:35][C:36]1[S:37][CH:38]=[CH:39][N:40]=1. Given the reactants C(O)C.[Cl:4][C:5]1[C:6]([C:11]2[CH:12]=[C:13]3[C:17](=[C:18]([O:20][CH2:21][CH2:22][CH2:23][N:24]4C(=O)C5C(=CC=CC=5)C4=O)[CH:19]=2)[NH:16][N:15]=[C:14]3[NH:35][C:36]2[S:37][CH:38]=[CH:39][N:40]=2)=[N:7][CH:8]=[CH:9][CH:10]=1.O.NN, predict the reaction product. (2) Given the reactants [Cl:1][C:2]1[CH:3]=[C:4]([CH:8]=[CH:9][C:10]=1[C:11](=[O:26])[NH:12][C:13]1[CH:18]=[CH:17][C:16]([Cl:19])=[C:15]([C:20]2[CH:25]=[CH:24][CH:23]=[CH:22][N:21]=2)[CH:14]=1)[C:5](O)=[O:6].[CH3:27][N:28]1[C:32]([NH2:33])=[CH:31][C:30]([CH3:34])=[N:29]1, predict the reaction product. The product is: [Cl:1][C:2]1[CH:3]=[C:4]([C:5]([NH:33][C:32]2[N:28]([CH3:27])[N:29]=[C:30]([CH3:34])[CH:31]=2)=[O:6])[CH:8]=[CH:9][C:10]=1[C:11]([NH:12][C:13]1[CH:18]=[CH:17][C:16]([Cl:19])=[C:15]([C:20]2[CH:25]=[CH:24][CH:23]=[CH:22][N:21]=2)[CH:14]=1)=[O:26]. (3) Given the reactants [F:1][C:2]1[CH:13]=[CH:12][C:5]([CH2:6][CH:7]([C:10]#[N:11])[C:8]#[N:9])=[CH:4][CH:3]=1.[H-].[Na+].Br[CH2:17][CH2:18][F:19], predict the reaction product. The product is: [F:1][C:2]1[CH:3]=[CH:4][C:5]([CH2:6][C:7]([CH2:17][CH2:18][F:19])([C:8]#[N:9])[C:10]#[N:11])=[CH:12][CH:13]=1. (4) Given the reactants Br[C:2]1[CH:11]=[C:10]([Br:12])[C:9]2[C:4](=[CH:5][CH:6]=[C:7]([N+:13]([O-:15])=[O:14])[CH:8]=2)[N:3]=1.[N:16]1([CH:22]=[O:23])[CH2:21][CH2:20][NH:19][CH2:18][CH2:17]1, predict the reaction product. The product is: [Br:12][C:10]1[C:9]2[C:4](=[CH:5][CH:6]=[C:7]([N+:13]([O-:15])=[O:14])[CH:8]=2)[N:3]=[C:2]([N:19]2[CH2:20][CH2:21][N:16]([CH:22]=[O:23])[CH2:17][CH2:18]2)[CH:11]=1. (5) Given the reactants [F:1][C:2]1[CH:3]=[CH:4][C:5]([O:11][CH3:12])=[C:6](B(O)O)[CH:7]=1.Br[C:14]([C:16]([F:19])([F:18])[F:17])=[CH2:15].C(=O)([O-])[O-].[K+].[K+], predict the reaction product. The product is: [F:1][C:2]1[CH:3]=[CH:4][C:5]([O:11][CH3:12])=[C:6]([C:14]([C:16]([F:19])([F:18])[F:17])=[CH2:15])[CH:7]=1. (6) Given the reactants [PH2](O)=O.C(N1CCCCC1)C.[CH2:12]=[CH:13][S:14]([O:17][C:18]1[C:23]([F:24])=[C:22]([F:25])[C:21]([F:26])=[C:20]([F:27])[C:19]=1[F:28])(=[O:16])=[O:15].I[CH2:30][C@@H:31]1[CH2:35][CH2:34][CH2:33][N:32]1[C:36]([O:38][C:39]([CH3:42])([CH3:41])[CH3:40])=[O:37].C(B(CC)CC)C, predict the reaction product. The product is: [F:24][C:23]1[C:22]([F:25])=[C:21]([F:26])[C:20]([F:27])=[C:19]([F:28])[C:18]=1[O:17][S:14]([CH2:13][CH2:12][CH2:30][C@@H:31]1[CH2:35][CH2:34][CH2:33][N:32]1[C:36]([O:38][C:39]([CH3:40])([CH3:42])[CH3:41])=[O:37])(=[O:16])=[O:15]. (7) Given the reactants [C:1](OC(=NC1CCCCC1)NC1CCCCC1)([CH3:4])([CH3:3])[CH3:2].[Cl:21][C:22]1[CH:27]=[C:26]([CH2:28][C:29]([OH:31])=[O:30])[CH:25]=[CH:24][N:23]=1, predict the reaction product. The product is: [Cl:21][C:22]1[CH:27]=[C:26]([CH2:28][C:29]([O:31][C:1]([CH3:4])([CH3:3])[CH3:2])=[O:30])[CH:25]=[CH:24][N:23]=1.